Predict the reactants needed to synthesize the given product. From a dataset of Full USPTO retrosynthesis dataset with 1.9M reactions from patents (1976-2016). (1) Given the product [F:33][C:30]1[CH:31]=[CH:32][C:27]([N:21]2[CH2:22][CH2:23][C:24]3[N:25]=[C:17]([C:14]4[CH:13]=[CH:12][C:11]([O:10][CH2:9][CH2:8][CH2:7][N:3]5[CH2:4][CH2:5][CH2:6][CH:2]5[CH3:1])=[CH:16][CH:15]=4)[S:18][C:19]=3[CH2:20]2)=[CH:28][CH:29]=1, predict the reactants needed to synthesize it. The reactants are: [CH3:1][CH:2]1[CH2:6][CH2:5][CH2:4][N:3]1[CH2:7][CH2:8][CH2:9][O:10][C:11]1[CH:16]=[CH:15][C:14]([C:17]2[S:18][C:19]3[CH2:20][NH:21][CH2:22][CH2:23][C:24]=3[N:25]=2)=[CH:13][CH:12]=1.Br[C:27]1[CH:32]=[CH:31][C:30]([F:33])=[CH:29][CH:28]=1.C1(P(C2CCCCC2)C2C=CC=CC=2C2C=CC=CC=2)CCCCC1. (2) Given the product [CH2:1]([N:8]([CH2:9][CH2:10][C:11]1[N:16]=[C:15]([C:17]([NH:36][CH2:35][C:34]2[CH:37]=[CH:38][C:31]([F:30])=[CH:32][CH:33]=2)=[O:19])[C:14]([OH:21])=[C:13]([OH:22])[N:12]=1)[C:23](=[O:24])[O:25][C:26]([CH3:28])([CH3:27])[CH3:29])[C:2]1[CH:7]=[CH:6][CH:5]=[CH:4][CH:3]=1, predict the reactants needed to synthesize it. The reactants are: [CH2:1]([N:8]([C:23]([O:25][C:26]([CH3:29])([CH3:28])[CH3:27])=[O:24])[CH2:9][CH2:10][C:11]1[N:16]=[C:15]([C:17]([O:19]C)=O)[C:14]([OH:21])=[C:13]([OH:22])[N:12]=1)[C:2]1[CH:7]=[CH:6][CH:5]=[CH:4][CH:3]=1.[F:30][C:31]1[CH:38]=[CH:37][C:34]([CH2:35][NH2:36])=[CH:33][CH:32]=1. (3) Given the product [CH2:8]([NH:9][C:21]1[N:26]=[N:25][C:24]([N:27]2[CH2:28][CH2:29][N:30]([C:33]([C:35]3[CH:40]=[CH:39][CH:38]=[CH:37][C:36]=3[C:41]([F:42])([F:44])[F:43])=[O:34])[CH2:31][CH2:32]2)=[CH:23][CH:22]=1)[CH2:7][C:1]1[CH:6]=[CH:5][CH:4]=[CH:3][CH:2]=1, predict the reactants needed to synthesize it. The reactants are: [C:1]1([CH2:7][CH2:8][NH2:9])[CH:6]=[CH:5][CH:4]=[CH:3][CH:2]=1.CNCCC1C=CC=CC=1.Cl[C:21]1[N:26]=[N:25][C:24]([N:27]2[CH2:32][CH2:31][N:30]([C:33]([C:35]3[CH:40]=[CH:39][CH:38]=[CH:37][C:36]=3[C:41]([F:44])([F:43])[F:42])=[O:34])[CH2:29][CH2:28]2)=[CH:23][CH:22]=1.